From a dataset of Kinase inhibitor bioactivity data combining Ki, Kd, and IC50 measurements. Regression. Given a target protein amino acid sequence and a drug SMILES string, predict the binding affinity score between them. We predict KIBA score (integrated kinase binding score). Dataset: kiba. (1) The compound is O=c1nc2ccc(Cl)cc2c2nc[nH]n12. The target protein (P48729) has sequence MASSSGSKAEFIVGGKYKLVRKIGSGSFGDIYLAINITNGEEVAVKLESQKARHPQLLYESKLYKILQGGVGIPHIRWYGQEKDYNVLVMDLLGPSLEDLFNFCSRRFTMKTVLMLADQMISRIEYVHTKNFIHRDIKPDNFLMGIGRHCNKLFLIDFGLAKKYRDNRTRQHIPYREDKNLTGTARYASINAHLGIEQSRRDDMESLGYVLMYFNRTSLPWQGLKAATKKQKYEKISEKKMSTPVEVLCKGFPAEFAMYLNYCRGLRFEEAPDYMYLRQLFRILFRTLNHQYDYTFDWTMLKQKAAQQAASSSGQGQQAQTPTGKQTDKTKSNMKGF. The KIBA score is 10.4. (2) The drug is CCCCn1c(NC(=O)c2cccc(C#N)c2)nc2cc(N(C)C(=O)C3CCCCC3)ccc21. The target protein (Q13976) has sequence MSELEEDFAKILMLKEERIKELEKRLSEKEEEIQELKRKLHKCQSVLPVPSTHIGPRTTRAQGISAEPQTYRSFHDLRQAFRKFTKSERSKDLIKEAILDNDFMKNLELSQIQEIVDCMYPVEYGKDSCIIKEGDVGSLVYVMEDGKVEVTKEGVKLCTMGPGKVFGELAILYNCTRTATVKTLVNVKLWAIDRQCFQTIMMRTGLIKHTEYMEFLKSVPTFQSLPEEILSKLADVLEETHYENGEYIIRQGARGDTFFIISKGTVNVTREDSPSEDPVFLRTLGKGDWFGEKALQGEDVRTANVIAAEAVTCLVIDRDSFKHLIGGLDDVSNKAYEDAEAKAKYEAEAAFFANLKLSDFNIIDTLGVGGFGRVELVQLKSEESKTFAMKILKKRHIVDTRQQEHIRSEKQIMQGAHSDFIVRLYRTFKDSKYLYMLMEACLGGELWTILRDRGSFEDSTTRFYTACVVEAFAYLHSKGIIYRDLKPENLILDHRGYAKL.... The KIBA score is 11.8. (3) The small molecule is O=C(CO)N1CCC(c2[nH]nc(-c3ccc(Cl)cc3F)c2-c2ccncn2)CC1. The target protein (O14920) has sequence MSWSPSLTTQTCGAWEMKERLGTGGFGNVIRWHNQETGEQIAIKQCRQELSPRNRERWCLEIQIMRRLTHPNVVAARDVPEGMQNLAPNDLPLLAMEYCQGGDLRKYLNQFENCCGLREGAILTLLSDIASALRYLHENRIIHRDLKPENIVLQQGEQRLIHKIIDLGYAKELDQGSLCTSFVGTLQYLAPELLEQQKYTVTVDYWSFGTLAFECITGFRPFLPNWQPVQWHSKVRQKSEVDIVVSEDLNGTVKFSSSLPYPNNLNSVLAERLEKWLQLMLMWHPRQRGTDPTYGPNGCFKALDDILNLKLVHILNMVTGTIHTYPVTEDESLQSLKARIQQDTGIPEEDQELLQEAGLALIPDKPATQCISDGKLNEGHTLDMDLVFLFDNSKITYETQISPRPQPESVSCILQEPKRNLAFFQLRKVWGQVWHSIQTLKEDCNRLQQGQRAAMMNLLRNNSCLSKMKNSMASMSQQLKAKLDFFKTSIQIDLEKYSEQ.... The KIBA score is 11.6. (4) The compound is CC(=O)NCC(=O)N1C2CCC1c1cc(Nc3ncc(C(F)(F)F)c(NC4CCC4)n3)ccc12. The target protein (Q04912) has sequence MELLPPLPQSFLLLLLLPAKPAAGEDWQCPRTPYAASRDFDVKYVVPSFSAGGLVQAMVTYEGDRNESAVFVAIRNRLHVLGPDLKSVQSLATGPAGDPGCQTCAACGPGPHGPPGDTDTKVLVLDPALPALVSCGSSLQGRCFLHDLEPQGTAVHLAAPACLFSAHHNRPDDCPDCVASPLGTRVTVVEQGQASYFYVASSLDAAVAASFSPRSVSIRRLKADASGFAPGFVALSVLPKHLVSYSIEYVHSFHTGAFVYFLTVQPASVTDDPSALHTRLARLSATEPELGDYRELVLDCRFAPKRRRRGAPEGGQPYPVLRVAHSAPVGAQLATELSIAEGQEVLFGVFVTGKDGGPGVGPNSVVCAFPIDLLDTLIDEGVERCCESPVHPGLRRGLDFFQSPSFCPNPPGLEALSPNTSCRHFPLLVSSSFSRVDLFNGLLGPVQVTALYVTRLDNVTVAHMGTMDGRILQVELVRSLNYLLYVSNFSLGDSGQPVQR.... The KIBA score is 13.8. (5) The small molecule is Clc1cccc(Nc2cncc(-c3cncc(NCCCn4cncn4)c3)n2)c1. The target protein (P68400) has sequence MSGPVPSRARVYTDVNTHRPREYWDYESHVVEWGNQDDYQLVRKLGRGKYSEVFEAINITNNEKVVVKILKPVKKKKIKREIKILENLRGGPNIITLADIVKDPVSRTPALVFEHVNNTDFKQLYQTLTDYDIRFYMYEILKALDYCHSMGIMHRDVKPHNVMIDHEHRKLRLIDWGLAEFYHPGQEYNVRVASRYFKGPELLVDYQMYDYSLDMWSLGCMLASMIFRKEPFFHGHDNYDQLVRIAKVLGTEDLYDYIDKYNIELDPRFNDILGRHSRKRWERFVHSENQHLVSPEALDFLDKLLRYDHQSRLTAREAMEHPYFYTVVKDQARMGSSSMPGGSTPVSSANMMSGISSVPTPSPLGPLAGSPVIAAANPLGMPVPAAAGAQQ. The KIBA score is 11.2. (6) The drug is NS(=O)(=O)c1ccc(Nc2ncc(-c3ccc(O)c(O)c3)o2)cc1. The target protein (O43741) has sequence MGNTTSDRVSGERHGAKAARSEGAGGHAPGKEHKIMVGSTDDPSVFSLPDSKLPGDKEFVSWQQDLEDSVKPTQQARPTVIRWSEGGKEVFISGSFNNWSTKIPLIKSHNDFVAILDLPEGEHQYKFFVDGQWVHDPSEPVVTSQLGTINNLIHVKKSDFEVFDALKLDSMESSETSCRDLSSSPPGPYGQEMYAFRSEERFKSPPILPPHLLQVILNKDTNISCDPALLPEPNHVMLNHLYALSIKDSVMVLSATHRYKKKYVTTLLYKPI. The KIBA score is 11.6.